From a dataset of Full USPTO retrosynthesis dataset with 1.9M reactions from patents (1976-2016). Predict the reactants needed to synthesize the given product. (1) Given the product [NH:33]1[CH:39]=[CH:40][CH2:41][CH2:36][CH2:37]1.[PH:6](=[O:15])([O:7][CH2:8][CH3:13])[O:14][CH2:16][CH3:17], predict the reactants needed to synthesize it. The reactants are: NCC([P:6](=[O:15])([OH:14])[O:7][C:8]1[CH:13]=CC=CC=1)(C)C.[C:16](O)(=O)[CH:17](C)O.C(O)(C)C.F[P-](F)(F)(F)(F)F.[N:33]1(O[P+](N2CCCC2)(N2CCCC2)N2CCCC2)[C:37]2C=[CH:39][CH:40]=[CH:41][C:36]=2N=N1.C(N(C(C)C)CC)(C)C. (2) Given the product [OH:7][C:8]1[CH:9]=[CH:10][C:11]([CH:12]=[CH:13][C:14]([O:16][CH3:5])=[O:15])=[CH:17][CH:18]=1, predict the reactants needed to synthesize it. The reactants are: S(Cl)(Cl)=O.[CH3:5]O.[OH:7][C:8]1[CH:18]=[CH:17][C:11]([CH:12]=[CH:13][C:14]([OH:16])=[O:15])=[CH:10][CH:9]=1. (3) The reactants are: [F:1][C:2]1[CH:3]=[C:4]([CH2:20][OH:21])[CH:5]=[C:6]([F:19])[C:7]=1[O:8][C:9]1[CH:10]=[N:11][C:12]([C:15]([F:18])([F:17])[F:16])=[CH:13][CH:14]=1.Cl[C:23]1[CH:24]=[C:25]2[N:32](C(OC(C)(C)C)=O)[C@@H:31]([CH3:40])[CH2:30][N:26]2[C:27](=[O:29])[N:28]=1. Given the product [F:1][C:2]1[CH:3]=[C:4]([CH:5]=[C:6]([F:19])[C:7]=1[O:8][C:9]1[CH:10]=[N:11][C:12]([C:15]([F:16])([F:17])[F:18])=[CH:13][CH:14]=1)[CH2:20][O:21][C:23]1[CH:24]=[C:25]2[NH:32][C@@H:31]([CH3:40])[CH2:30][N:26]2[C:27](=[O:29])[N:28]=1, predict the reactants needed to synthesize it.